From a dataset of Reaction yield outcomes from USPTO patents with 853,638 reactions. Predict the reaction yield, written as a fraction of the theoretical maximum amount of product (1.0 means a 100% yield; for example, 0.34 means a 34% yield). The reactants are FC(F)(F)C(O)=O.[Cl:8][C:9]1[CH:10]=[C:11]([NH:16][C:17]2[C:26]3[C:21](=[CH:22][C:23]([OH:29])=[C:24]([O:27][CH3:28])[CH:25]=3)[N:20]=[CH:19][N:18]=2)[CH:12]=[CH:13][C:14]=1[Cl:15].[CH3:30][C:31]([N:34](CCBr)C(=O)[O-])(C)C.C(=O)([O-])[O-].[K+].[K+].Cl. The catalyst is CN(C)C(=O)C.CO.O1CCOCC1. The product is [ClH:8].[NH2:34][CH2:31][CH2:30][O:29][C:23]1[CH:22]=[C:21]2[C:26]([C:17]([NH:16][C:11]3[CH:12]=[CH:13][C:14]([Cl:15])=[C:9]([Cl:8])[CH:10]=3)=[N:18][CH:19]=[N:20]2)=[CH:25][C:24]=1[O:27][CH3:28]. The yield is 0.940.